The task is: Predict the reaction yield, written as a fraction of the theoretical maximum amount of product (1.0 means a 100% yield; for example, 0.34 means a 34% yield).. This data is from Reaction yield outcomes from USPTO patents with 853,638 reactions. (1) The reactants are [OH:1][C:2]1[CH:7]=[CH:6][C:5]([N:8]2[C:13](=[O:14])[C:12]([CH2:15][C:16]3[CH:21]=[CH:20][C:19]([C:22]4[C:23]([C:28]#[N:29])=[CH:24][CH:25]=[CH:26][CH:27]=4)=[CH:18][CH:17]=3)=[C:11]([CH2:30][CH2:31][CH3:32])[N:10]=[C:9]2[CH3:33])=[CH:4][CH:3]=1.[O:34]1[CH2:38][CH2:37][CH:36](O)[CH2:35]1.C1(P(C2C=CC=CC=2)C2C=CC=CC=2)C=CC=CC=1.[N:60]([C:61]([O:63]C(C)C)=[O:62])=[N:60][C:61]([O:63]C(C)C)=[O:62]. The catalyst is O1CCCC1.O.C(OCC)(=O)C. The product is [CH3:33][C:9]1[N:8]([C:5]2[CH:4]=[CH:3][C:2]([O:1][CH:36]3[CH2:37][CH2:38][O:34][CH2:35]3)=[CH:7][CH:6]=2)[C:13](=[O:14])[C:12]([CH2:15][C:16]2[CH:21]=[CH:20][C:19]([C:22]3[CH:27]=[CH:26][CH:25]=[CH:24][C:23]=3[C:28]3[NH:60][C:61](=[O:62])[O:63][N:29]=3)=[CH:18][CH:17]=2)=[C:11]([CH2:30][CH2:31][CH3:32])[N:10]=1. The yield is 0.530. (2) The reactants are [N:1]1[CH:6]=[CH:5][CH:4]=[CH:3][C:2]=1[NH:7][C:8](=O)[O:9]C1C=CC=CC=1.[Cl:17][C:18]1[CH:19]=[C:20]([C:24]2[CH:25]=[CH:26][C:27]3[N:33]4[CH2:34][C@H:30]([CH2:31][CH2:32]4)[NH:29][C:28]=3[N:35]=2)[CH:21]=[CH:22][CH:23]=1. The catalyst is CN(C1C=CN=CC=1)C.C(#N)C. The product is [Cl:17][C:18]1[CH:19]=[C:20]([C:24]2[CH:25]=[CH:26][C:27]3[N:33]4[CH2:34][C@H:30]([CH2:31][CH2:32]4)[N:29]([C:8]([NH:7][C:2]4[CH:3]=[CH:4][CH:5]=[CH:6][N:1]=4)=[O:9])[C:28]=3[N:35]=2)[CH:21]=[CH:22][CH:23]=1. The yield is 0.480. (3) No catalyst specified. The reactants are [CH3:1][O:2][C:3]1[C:23]([O:24][CH3:25])=[CH:22][CH:21]=[CH:20][C:4]=1[C:5]([CH:7]1[CH2:12][CH2:11][N:10](C(OC(C)(C)C)=O)[CH2:9][CH2:8]1)=[O:6].FC(F)(F)C(O)=O. The product is [CH3:1][O:2][C:3]1[C:23]([O:24][CH3:25])=[CH:22][CH:21]=[CH:20][C:4]=1[C:5]([CH:7]1[CH2:8][CH2:9][NH:10][CH2:11][CH2:12]1)=[O:6]. The yield is 0.530. (4) The yield is 0.540. The product is [CH3:16][C:13]1([CH3:15])[C:12]([CH3:17])([CH3:18])[O:11][B:10]([C:28]2[CH:29]=[N:30][N:31]([CH:33]3[CH2:34][CH2:35][CH:36]([C:39]([O:41][CH2:42][CH3:43])=[O:40])[CH2:37][CH2:38]3)[CH:32]=2)[O:14]1. The reactants are [B:10]1([B:10]2[O:14][C:13]([CH3:16])([CH3:15])[C:12]([CH3:18])([CH3:17])[O:11]2)[O:14][C:13]([CH3:16])([CH3:15])[C:12]([CH3:18])([CH3:17])[O:11]1.C([O-])(=O)C.[K+].ClCCl.Br[C:28]1[CH:29]=[N:30][N:31]([CH:33]2[CH2:38][CH2:37][CH:36]([C:39]([O:41][CH2:42][CH3:43])=[O:40])[CH2:35][CH2:34]2)[CH:32]=1. The catalyst is O1CCOCC1.O.C1C=CC(P(C2C=CC=CC=2)[C-]2C=CC=C2)=CC=1.C1C=CC(P(C2C=CC=CC=2)[C-]2C=CC=C2)=CC=1.Cl[Pd]Cl.[Fe+2]. (5) The reactants are [OH:1][N:2]1[C:7]([CH3:9])([CH3:8])[CH2:6][CH:5]([O:10][C:11](=[O:18])[C:12]2[CH:17]=[CH:16][CH:15]=[CH:14][CH:13]=2)[CH2:4][C:3]1([CH3:20])[CH3:19].N1[CH:26]=[CH:25][CH:24]=[CH:23][C:22]=1[C:27](O)=O.OO.S([O-])([O-])=O.[Na+].[Na+].S(=O)(=O)(O)O. The catalyst is O=C1O[C@H]([C@H](CO)O)C(O)=C1O.N1C=CC=CC=1.O.C1CCCCC1. The product is [CH:22]1([O:1][N:2]2[C:7]([CH3:9])([CH3:8])[CH2:6][CH:5]([O:10][C:11](=[O:18])[C:12]3[CH:17]=[CH:16][CH:15]=[CH:14][CH:13]=3)[CH2:4][C:3]2([CH3:20])[CH3:19])[CH2:27][CH2:26][CH2:25][CH2:24][CH2:23]1. The yield is 0.520. (6) The reactants are [C:1]1([CH:8]=[CH:7][CH:6]=[C:4]([OH:5])[CH:3]=1)[OH:2].[OH-:9].[Na+].[Na+].[Cl-].[CH3:13][CH2:14][CH2:15][CH2:16][CH2:17]CC.CC[O:22]C(C)=O. No catalyst specified. The product is [OH:9][C:15]1([C:6]2[CH:7]=[CH:8][C:1]([OH:2])=[CH:3][C:4]=2[OH:5])[CH2:16][CH2:17][O:22][CH2:13][CH2:14]1. The yield is 0.480. (7) The reactants are [S:1]1[CH:5]=[C:4](B(O)O)[C:3]2[CH:9]=[CH:10][CH:11]=[CH:12][C:2]1=2.[CH3:13][NH:14][C:15]1[CH:20]=[CH:19][CH:18]=[CH:17][CH:16]=1.O.O=[CH:23][C:24]([OH:26])=[O:25]. The catalyst is C(#N)C. The product is [S:1]1[CH:5]=[C:4]([CH:23]([N:14]([CH3:13])[C:15]2[CH:20]=[CH:19][CH:18]=[CH:17][CH:16]=2)[C:24]([OH:26])=[O:25])[C:3]2[CH:9]=[CH:10][CH:11]=[CH:12][C:2]1=2. The yield is 0.700. (8) The reactants are [Cl:1][C:2]1[CH:7]=[CH:6][C:5]([CH2:8][NH2:9])=[CH:4][CH:3]=1.[CH:10](=O)[CH2:11][CH2:12][CH3:13]. No catalyst specified. The product is [Cl:1][C:2]1[CH:7]=[CH:6][C:5]([CH2:8][NH:9][CH2:10][CH2:11][CH2:12][CH3:13])=[CH:4][CH:3]=1. The yield is 0.400. (9) The reactants are [Cl:1][C:2]1[C:3]([Cl:33])=[CH:4][C:5]2[C:6]3[CH2:23][CH2:22][C:21]([C:29]([F:32])([F:31])[F:30])([O:24][Si](C)(C)C)[C:7]=3[N:8](S(C3C=CC(C)=CC=3)(=O)=O)[C:9]=2[CH:10]=1.[OH-].[K+]. The catalyst is C1COCC1.O. The product is [Cl:1][C:2]1[C:3]([Cl:33])=[CH:4][C:5]2[C:6]3[CH2:23][CH2:22][C:21]([C:29]([F:31])([F:30])[F:32])([OH:24])[C:7]=3[NH:8][C:9]=2[CH:10]=1. The yield is 0.520.